From a dataset of Reaction yield outcomes from USPTO patents with 853,638 reactions. Predict the reaction yield, written as a fraction of the theoretical maximum amount of product (1.0 means a 100% yield; for example, 0.34 means a 34% yield). (1) The reactants are [S:1]1[C:5]2[CH:6]=[C:7]([N:10]3[CH2:14][CH2:13][NH:12][C:11]3=[O:15])[CH:8]=[CH:9][C:4]=2[N:3]=[CH:2]1.Br[C:17]1[CH:18]=[N:19][CH:20]=[CH:21][C:22]=1[CH2:23][CH3:24].N[C@@H]1CCCC[C@H]1N.P([O-])([O-])([O-])=O.[K+].[K+].[K+]. The catalyst is [Cu](I)I.O1CCOCC1. The product is [S:1]1[C:5]2[CH:6]=[C:7]([N:10]3[CH2:14][CH2:13][N:12]([C:17]4[CH:18]=[N:19][CH:20]=[CH:21][C:22]=4[CH2:23][CH3:24])[C:11]3=[O:15])[CH:8]=[CH:9][C:4]=2[N:3]=[CH:2]1. The yield is 0.0375. (2) The reactants are [C:1]([C:5]1[CH:15]=[CH:14][C:8]([O:9][CH2:10][C:11]([OH:13])=O)=[CH:7][C:6]=1[F:16])([CH3:4])([CH3:3])[CH3:2].[Cl-].ClC1N(C)CC[NH+]1C.Cl.[NH2:27][C@@H:28]([C:30]1[CH:35]=[CH:34][C:33]([NH:36][S:37]([CH3:40])(=[O:39])=[O:38])=[C:32]([CH3:41])[CH:31]=1)[CH3:29]. The catalyst is C(N(CC)CC)C. The product is [C:1]([C:5]1[CH:15]=[CH:14][C:8]([O:9][CH2:10][C:11]([NH:27][C@@H:28]([C:30]2[CH:35]=[CH:34][C:33]([NH:36][S:37]([CH3:40])(=[O:39])=[O:38])=[C:32]([CH3:41])[CH:31]=2)[CH3:29])=[O:13])=[CH:7][C:6]=1[F:16])([CH3:2])([CH3:3])[CH3:4]. The yield is 0.440. (3) The reactants are [C:1]([O:5][C:6]([N:8]1[CH2:12][CH2:11][CH2:10][C@@H:9]1[CH2:13][O:14][C:15]1[CH:20]=[CH:19][C:18]([C:21](=[O:28])[C:22]2[CH:27]=[CH:26][CH:25]=[CH:24][CH:23]=2)=[CH:17][N:16]=1)=[O:7])([CH3:4])([CH3:3])[CH3:2].[BH4-].[Na+]. The catalyst is CCO.O. The product is [C:1]([O:5][C:6]([N:8]1[CH2:12][CH2:11][CH2:10][C@@H:9]1[CH2:13][O:14][C:15]1[CH:20]=[CH:19][C:18]([CH:21]([OH:28])[C:22]2[CH:27]=[CH:26][CH:25]=[CH:24][CH:23]=2)=[CH:17][N:16]=1)=[O:7])([CH3:4])([CH3:2])[CH3:3]. The yield is 0.901.